From a dataset of Catalyst prediction with 721,799 reactions and 888 catalyst types from USPTO. Predict which catalyst facilitates the given reaction. (1) Reactant: [CH3:1][O:2][C:3]1[CH:8]=[CH:7][C:6]([NH:9][C:10](=[O:20])[C:11]2[CH:16]=[C:15]([CH2:17][NH2:18])[CH:14]=[CH:13][C:12]=2[Cl:19])=[CH:5][C:4]=1[C:21]([NH:23][C:24]1[CH:29]=[CH:28][C:27]([Br:30])=[CH:26][CH:25]=1)=[O:22].[CH:31]1([S:34](Cl)(=[O:36])=[O:35])[CH2:33][CH2:32]1.N1C=CC=CC=1. Product: [CH3:1][O:2][C:3]1[CH:8]=[CH:7][C:6]([NH:9][C:10](=[O:20])[C:11]2[CH:16]=[C:15]([CH2:17][NH:18][S:34]([CH:31]3[CH2:33][CH2:32]3)(=[O:36])=[O:35])[CH:14]=[CH:13][C:12]=2[Cl:19])=[CH:5][C:4]=1[C:21]([NH:23][C:24]1[CH:25]=[CH:26][C:27]([Br:30])=[CH:28][CH:29]=1)=[O:22]. The catalyst class is: 10. (2) Reactant: [O:1]=[C:2]([CH2:8][CH2:9][CH2:10][CH3:11])[CH2:3][C:4]([O:6][CH3:7])=[O:5].[H-].[Na+].Br[CH2:15][C:16]1[C:21]([F:22])=[CH:20][C:19]([C:23]2[C:24]([C:29]#[N:30])=[CH:25][CH:26]=[CH:27][CH:28]=2)=[CH:18][C:17]=1[F:31].[Cl-].[NH4+]. Product: [C:29]([C:24]1[CH:25]=[CH:26][CH:27]=[CH:28][C:23]=1[C:19]1[CH:18]=[C:17]([F:31])[C:16]([CH2:15][CH:3]([C:2](=[O:1])[CH2:8][CH2:9][CH2:10][CH3:11])[C:4]([O:6][CH3:7])=[O:5])=[C:21]([F:22])[CH:20]=1)#[N:30]. The catalyst class is: 30. (3) The catalyst class is: 50. Reactant: [N+:1]([C:4]1[CH:9]=[CH:8][C:7]([O:10][CH2:11][CH2:12][O:13][CH:14]2[CH2:19][CH2:18][CH2:17][CH2:16][O:15]2)=[CH:6][CH:5]=1)([O-])=O.C([O-])=O.[NH4+]. Product: [O:15]1[CH2:16][CH2:17][CH2:18][CH2:19][CH:14]1[O:13][CH2:12][CH2:11][O:10][C:7]1[CH:6]=[CH:5][C:4]([NH2:1])=[CH:9][CH:8]=1. (4) Product: [CH2:16]([N:23]1[CH2:28][CH2:27][CH:26]([C:29]([NH:1][C:2]2[CH:7]=[C:6]([Br:8])[CH:5]=[CH:4][C:3]=2[OH:9])=[O:30])[CH2:25][CH2:24]1)[C:17]1[CH:22]=[CH:21][CH:20]=[CH:19][CH:18]=1. The catalyst class is: 2. Reactant: [NH2:1][C:2]1[CH:7]=[C:6]([Br:8])[CH:5]=[CH:4][C:3]=1[OH:9].N1C=CC=CC=1.[CH2:16]([N:23]1[CH2:28][CH2:27][CH:26]([C:29](Cl)=[O:30])[CH2:25][CH2:24]1)[C:17]1[CH:22]=[CH:21][CH:20]=[CH:19][CH:18]=1. (5) Reactant: [CH3:1][C:2]([CH3:27])([CH3:26])[CH2:3][C:4]([NH:6][C:7]1[C:12](=[O:13])[N:11]2[CH:14]=[CH:15][CH:16]=[C:17]([C:18]([F:21])([F:20])[F:19])[C:10]2=[N:9][C:8]=1[NH:22][CH:23]([CH3:25])[CH3:24])=[O:5]. Product: [CH3:1][C:2]([CH3:26])([CH3:27])[CH2:3][C:4]([NH:6][C:7]1[C:12](=[O:13])[N:11]2[CH2:14][CH2:15][CH2:16][CH:17]([C:18]([F:20])([F:19])[F:21])[C:10]2=[N:9][C:8]=1[NH:22][CH:23]([CH3:24])[CH3:25])=[O:5]. The catalyst class is: 63. (6) Reactant: [Cl:1][C:2]1[CH:3]=[C:4]([C:8]2[C:13]([O:14][CH3:15])=[CH:12][CH:11]=[C:10]([CH2:16][C:17]3[CH:18]=[CH:19][C:20](F)=[N:21][CH:22]=3)[C:9]=2[F:24])[CH:5]=[CH:6][CH:7]=1.[NH:25]1[CH2:28][CH2:27][CH:26]1[C:29]([OH:31])=[O:30].N12CCCN=C1CCCCC2. Product: [Cl:1][C:2]1[CH:3]=[C:4]([C:8]2[C:13]([O:14][CH3:15])=[CH:12][CH:11]=[C:10]([CH2:16][C:17]3[CH:18]=[CH:19][C:20]([N:25]4[CH2:28][CH2:27][CH:26]4[C:29]([OH:31])=[O:30])=[N:21][CH:22]=3)[C:9]=2[F:24])[CH:5]=[CH:6][CH:7]=1. The catalyst class is: 4.